Predict the reactants needed to synthesize the given product. From a dataset of Full USPTO retrosynthesis dataset with 1.9M reactions from patents (1976-2016). (1) Given the product [N:25]1([C:22]2[N:20]3[CH:21]=[C:16]([O:12][C@H:5]4[C:6]5[C:11](=[CH:10][CH:9]=[CH:8][CH:7]=5)[C@@H:2]([NH2:1])[CH2:3][CH2:4]4)[CH:17]=[CH:18][C:19]3=[N:24][N:23]=2)[CH2:29][CH2:28][CH2:27][CH2:26]1, predict the reactants needed to synthesize it. The reactants are: [NH2:1][C@@H:2]1[C:11]2[C:6](=[CH:7][CH:8]=[CH:9][CH:10]=2)[C@H:5]([OH:12])[CH2:4][CH2:3]1.[H-].[Na+].F[C:16]1[CH:17]=[CH:18][C:19]2[N:20]([C:22]([N:25]3[CH2:29][CH2:28][CH2:27][CH2:26]3)=[N:23][N:24]=2)[CH:21]=1. (2) Given the product [C:1]([C:4]1[CH:9]=[CH:8][N:7]=[C:6]([C:10]2[N:14]([C:15]3[CH:16]=[N:17][C:18]([O:21][CH3:22])=[CH:19][CH:20]=3)[N:13]=[C:12]([C:23]([O-:25])=[O:24])[CH:11]=2)[CH:5]=1)(=[O:3])[NH2:2].[Li+:30], predict the reactants needed to synthesize it. The reactants are: [C:1]([C:4]1[CH:9]=[CH:8][N:7]=[C:6]([C:10]2[N:14]([C:15]3[CH:16]=[N:17][C:18]([O:21][CH3:22])=[CH:19][CH:20]=3)[N:13]=[C:12]([C:23]([O:25]CC)=[O:24])[CH:11]=2)[CH:5]=1)(=[O:3])[NH2:2].O.[OH-].[Li+:30].O. (3) Given the product [CH3:3][N:4]([CH3:9])/[CH:5]=[CH:11]/[C:10]([C:3]1[N:4]2[CH:9]=[CH:8][CH:7]=[CH:6][C:5]2=[N:1][CH:2]=1)=[O:12], predict the reactants needed to synthesize it. The reactants are: [N:1]1[CH:2]=[C:3]([C:10](=[O:12])[CH3:11])[N:4]2[CH:9]=[CH:8][CH:7]=[CH:6][C:5]=12. (4) Given the product [CH2:7]=[C:6]1[CH2:11][CH2:12][N:13]([C:16]([O:18][C:19]([CH3:22])([CH3:21])[CH3:20])=[O:17])[CH2:4][CH2:5]1, predict the reactants needed to synthesize it. The reactants are: [Br-].C[PH3+].[CH2:4]([Li])[CH2:5][CH2:6][CH3:7].O=C1CC[N:13]([C:16]([O:18][C:19]([CH3:22])([CH3:21])[CH3:20])=[O:17])[CH2:12][CH2:11]1.C1CCCCC1. (5) Given the product [BrH:1].[Br:1][CH2:11][C:10]([C:9]1[CH:8]=[CH:7][N:6]=[CH:5][C:4]=1[CH3:3])=[O:12], predict the reactants needed to synthesize it. The reactants are: [Br:1]Br.[CH3:3][C:4]1[CH:5]=[N:6][CH:7]=[CH:8][C:9]=1[C:10](=[O:12])[CH3:11]. (6) Given the product [Br:2][C:3]1[N:8]=[C:7]([N:9]2[CH2:13][CH2:12][C@H:11]([NH:14][CH2:25][C:24]3[CH:27]=[CH:28][C:29]([Cl:31])=[CH:30][C:23]=3[Cl:22])[CH2:10]2)[CH:6]=[CH:5][CH:4]=1, predict the reactants needed to synthesize it. The reactants are: Cl.[Br:2][C:3]1[N:8]=[C:7]([N:9]2[CH2:13][CH2:12][C@H:11]([NH2:14])[CH2:10]2)[CH:6]=[CH:5][CH:4]=1.C(N(CC)CC)C.[Cl:22][C:23]1[CH:30]=[C:29]([Cl:31])[CH:28]=[CH:27][C:24]=1[CH:25]=O.[BH4-].[Na+]. (7) Given the product [CH3:1][N:2]([CH2:26][CH2:27][CH3:28])[CH2:3][CH2:4][CH2:5][CH2:6][CH:7]1[CH2:12][CH2:11][N:10]([S:13]([C:16]2[CH:21]=[CH:20][C:19]([C:22]([F:24])([F:25])[F:23])=[CH:18][CH:17]=2)(=[O:15])=[O:14])[CH2:9][CH2:8]1, predict the reactants needed to synthesize it. The reactants are: [CH3:1][N:2]([CH2:26][CH2:27][CH3:28])[CH2:3][CH2:4][C:5]#[C:6][CH:7]1[CH2:12][CH2:11][N:10]([S:13]([C:16]2[CH:21]=[CH:20][C:19]([C:22]([F:25])([F:24])[F:23])=[CH:18][CH:17]=2)(=[O:15])=[O:14])[CH2:9][CH2:8]1.